This data is from Reaction yield outcomes from USPTO patents with 853,638 reactions. The task is: Predict the reaction yield, written as a fraction of the theoretical maximum amount of product (1.0 means a 100% yield; for example, 0.34 means a 34% yield). The reactants are [Cl:1][C:2]1[CH:7]=[CH:6][C:5]([N:8]2[CH2:12][CH:11]([C:13]([O-])=[O:14])[N:10]=[C:9]2[C:16]2[CH:21]=[CH:20][C:19]([Cl:22])=[CH:18][C:17]=2[Cl:23])=[CH:4][CH:3]=1.[Li+].F[P-](F)(F)(F)(F)F.N1(O[P+](N(C)C)(N(C)C)N(C)C)[C:36]2[CH:37]=[CH:38][CH:39]=C[C:35]=2[N:34]=[N:33]1.NN1CCCCC1.C(N(CC)CC)C. The catalyst is CN(C=O)C. The product is [Cl:1][C:2]1[CH:7]=[CH:6][C:5]([N:8]2[CH2:12][CH:11]([C:13]([NH:33][N:34]3[CH2:39][CH2:38][CH2:37][CH2:36][CH2:35]3)=[O:14])[N:10]=[C:9]2[C:16]2[CH:21]=[CH:20][C:19]([Cl:22])=[CH:18][C:17]=2[Cl:23])=[CH:4][CH:3]=1. The yield is 0.310.